From a dataset of Forward reaction prediction with 1.9M reactions from USPTO patents (1976-2016). Predict the product of the given reaction. (1) Given the reactants Br[C:2]1[C:6]([F:7])=[CH:5][N:4]([C:8]2[CH:9]=[C:10]([Cl:14])[N:11]=[N:12][CH:13]=2)[N:3]=1.[O-]P([O-])([O-])=O.[K+].[K+].[K+].CN[C@@H]1CCCC[C@H]1NC.[OH:33][C@@:34]([C@H:43]1[O:48][CH2:47][CH2:46][NH:45][C:44]1=[O:49])([CH3:42])[C:35]([O:37][C:38]([CH3:41])([CH3:40])[CH3:39])=[O:36], predict the reaction product. The product is: [Cl:14][C:10]1[N:11]=[N:12][CH:13]=[C:8]([N:4]2[CH:5]=[C:6]([F:7])[C:2]([N:45]3[CH2:46][CH2:47][O:48][C@H:43]([C@:34]([OH:33])([CH3:42])[C:35]([O:37][C:38]([CH3:39])([CH3:40])[CH3:41])=[O:36])[C:44]3=[O:49])=[N:3]2)[CH:9]=1. (2) Given the reactants [CH3:1][O:2][C:3]1[CH:4]=[C:5]([NH:11][CH:12]2[CH2:17][CH2:16][N:15]([CH2:18][C:19]3[CH:24]=[CH:23][N:22]=[C:21]([C:25]4[CH:30]=[C:29]([O:31][CH3:32])[C:28]([O:33][CH3:34])=[C:27]([O:35][CH3:36])[CH:26]=4)[CH:20]=3)[CH2:14][CH2:13]2)[CH:6]=[C:7]([O:9][CH3:10])[CH:8]=1.[CH3:37][O:38][C:39]1[CH:40]=[C:41]([C:49]2[CH:56]=[CH:55][C:52]([CH2:53][Cl:54])=[CH:51][CH:50]=2)[CH:42]=[C:43]([O:47][CH3:48])[C:44]=1[O:45][CH3:46].C1(N)C(F)=C(F)C(F)=C(N)C=1F.[ClH:69].Cl, predict the reaction product. The product is: [ClH:54].[ClH:69].[CH3:1][O:2][C:3]1[CH:4]=[C:5]([N:11]([CH:12]2[CH2:13][CH2:14][N:15]([CH2:18][C:19]3[CH:24]=[CH:23][N:22]=[C:21]([C:25]4[CH:26]=[C:27]([O:35][CH3:36])[C:28]([O:33][CH3:34])=[C:29]([O:31][CH3:32])[CH:30]=4)[CH:20]=3)[CH2:16][CH2:17]2)[CH2:53][C:52]2[CH:55]=[CH:56][C:49]([C:41]3[CH:42]=[C:43]([O:47][CH3:48])[C:44]([O:45][CH3:46])=[C:39]([O:38][CH3:37])[CH:40]=3)=[CH:50][CH:51]=2)[CH:6]=[C:7]([O:9][CH3:10])[CH:8]=1. (3) Given the reactants [Br:1][C:2]1[CH:3]=[CH:4][C:5]([OH:10])=[C:6]([CH:9]=1)[CH:7]=[O:8].Cl[CH2:12][O:13][CH3:14], predict the reaction product. The product is: [Br:1][C:2]1[CH:3]=[CH:4][C:5]([O:10][CH2:12][O:13][CH3:14])=[C:6]([CH:9]=1)[CH:7]=[O:8]. (4) Given the reactants CCN(C(C)C)C(C)C.CC1C=CC(S(O)(=O)=O)=CC=1.[NH:21]1[CH2:25][CH2:24][CH2:23][C@H:22]1[C:26]#[N:27].[C:28]([O:32][C:33]([NH:35][C@H:36]([CH3:40])[C:37](O)=[O:38])=[O:34])([CH3:31])([CH3:30])[CH3:29].CN(C(ON1N=NC2C=CC=NC1=2)=[N+](C)C)C.F[P-](F)(F)(F)(F)F, predict the reaction product. The product is: [C:26]([C@@H:22]1[CH2:23][CH2:24][CH2:25][N:21]1[C:37](=[O:38])[C@H:36]([NH:35][C:33](=[O:34])[O:32][C:28]([CH3:30])([CH3:29])[CH3:31])[CH3:40])#[N:27]. (5) Given the reactants [Br:1][C:2]1[CH:3]=[CH:4][C:5]2[O:14][C:13]3[C:12](=[O:15])[NH:11][C:10]([C:16]4[CH:21]=[CH:20][C:19]([NH:22][C:23]([C:25]5[N:30]=[CH:29][C:28]([C:31](OC)=[O:32])=[CH:27][CH:26]=5)=[O:24])=[CH:18][C:17]=4[Cl:35])=[N:9][C:8]=3[C:6]=2[CH:7]=1.[H-].[H-].[H-].[H-].[Li+].[Al+3].C1COCC1, predict the reaction product. The product is: [Br:1][C:2]1[CH:3]=[CH:4][C:5]2[O:14][C:13]3[C:12](=[O:15])[NH:11][C:10]([C:16]4[CH:21]=[CH:20][C:19]([NH:22][C:23]([C:25]5[CH:26]=[CH:27][C:28]([CH2:31][OH:32])=[CH:29][N:30]=5)=[O:24])=[CH:18][C:17]=4[Cl:35])=[N:9][C:8]=3[C:6]=2[CH:7]=1. (6) Given the reactants [CH:1]([O:4][C:5]([N:7]1[CH2:12][CH2:11][CH:10]([O:13][CH2:14][C:15]2[CH:20]=[CH:19][C:18](B3OC(C)(C)C(C)(C)O3)=[CH:17][CH:16]=2)[CH2:9][CH2:8]1)=[O:6])([CH3:3])[CH3:2].[C:30]([O:34][C:35]([NH:37][C@H:38]([C:55]([N:57]1[CH2:61][CH2:60][C@H:59]([F:62])[CH2:58]1)=[O:56])[CH2:39][C:40]1[CH:45]=[CH:44][C:43](OS(C(F)(F)F)(=O)=O)=[CH:42][C:41]=1[F:54])=[O:36])([CH3:33])([CH3:32])[CH3:31], predict the reaction product. The product is: [CH:1]([O:4][C:5]([N:7]1[CH2:8][CH2:9][CH:10]([O:13][CH2:14][C:15]2[CH:16]=[CH:17][C:18]([C:43]3[CH:44]=[CH:45][C:40]([CH2:39][C@H:38]([NH:37][C:35]([O:34][C:30]([CH3:32])([CH3:31])[CH3:33])=[O:36])[C:55]([N:57]4[CH2:61][CH2:60][C@H:59]([F:62])[CH2:58]4)=[O:56])=[C:41]([F:54])[CH:42]=3)=[CH:19][CH:20]=2)[CH2:11][CH2:12]1)=[O:6])([CH3:2])[CH3:3]. (7) Given the reactants B.O1CCCC1.[CH2:7]([O:14][CH2:15][CH2:16][C@@H:17]([C:19](O)=[O:20])[NH2:18])[C:8]1[CH:13]=[CH:12][CH:11]=[CH:10][CH:9]=1, predict the reaction product. The product is: [NH2:18][C@@H:17]([CH2:16][CH2:15][O:14][CH2:7][C:8]1[CH:13]=[CH:12][CH:11]=[CH:10][CH:9]=1)[CH2:19][OH:20].